This data is from Full USPTO retrosynthesis dataset with 1.9M reactions from patents (1976-2016). The task is: Predict the reactants needed to synthesize the given product. Given the product [CH3:21][O:20][C:17]1[CH:18]=[CH:19][C:14]([CH2:13][N:7]2[CH2:6][CH2:5][C:4]3[N:3]=[C:2]([CH:22]=[CH2:23])[CH:11]=[CH:10][C:9]=3[C:8]2=[O:12])=[CH:15][CH:16]=1, predict the reactants needed to synthesize it. The reactants are: Cl[C:2]1[CH:11]=[CH:10][C:9]2[C:8](=[O:12])[N:7]([CH2:13][C:14]3[CH:19]=[CH:18][C:17]([O:20][CH3:21])=[CH:16][CH:15]=3)[CH2:6][CH2:5][C:4]=2[N:3]=1.[CH:22]([B-](F)(F)F)=[CH2:23].[K+].C([O-])([O-])=O.[Cs+].[Cs+].